This data is from Catalyst prediction with 721,799 reactions and 888 catalyst types from USPTO. The task is: Predict which catalyst facilitates the given reaction. (1) Reactant: [NH:1]1[C:5]2=[CH:6][N:7]=[C:8]([C:10](OC)=[O:11])[CH:9]=[C:4]2[CH:3]=[N:2]1.[H-].[H-].[H-].[H-].[Li+].[Al+3]. Product: [NH:1]1[C:5]2=[CH:6][N:7]=[C:8]([CH2:10][OH:11])[CH:9]=[C:4]2[CH:3]=[N:2]1. The catalyst class is: 1. (2) Reactant: C1C=CC(P(C2C=CC=CC=2)C2C=CC=CC=2)=CC=1.[OH:20][C:21]1[CH:26]=[CH:25][C:24]([O:27][CH2:28][C:29]([O:31][CH2:32][CH3:33])=[O:30])=[C:23]([CH3:34])[CH:22]=1.[Br:35][C:36]1[N:41]=[C:40]([CH:42](O)[CH2:43][O:44][Si:45]([C:48]([CH3:51])([CH3:50])[CH3:49])([CH3:47])[CH3:46])[CH:39]=[CH:38][CH:37]=1.CC(OC(/N=N/C(OC(C)C)=O)=O)C. Product: [Br:35][C:36]1[N:41]=[C:40]([CH:42]([O:20][C:21]2[CH:26]=[CH:25][C:24]([O:27][CH2:28][C:29]([O:31][CH2:32][CH3:33])=[O:30])=[C:23]([CH3:34])[CH:22]=2)[CH2:43][O:44][Si:45]([C:48]([CH3:51])([CH3:50])[CH3:49])([CH3:47])[CH3:46])[CH:39]=[CH:38][CH:37]=1. The catalyst class is: 1. (3) Reactant: Br[C:2]1[N:6]([S:7]([C:10]2[CH:15]=[CH:14][CH:13]=[CH:12][CH:11]=2)(=[O:9])=[O:8])[CH:5]=[C:4]([CH:16]=[O:17])[CH:3]=1.[F:18][C:19]1[C:24](B(O)O)=[CH:23][CH:22]=[CH:21][N:20]=1.C(=O)([O-])O.[Na+].COCCOC. Product: [F:18][C:19]1[C:24]([C:2]2[N:6]([S:7]([C:10]3[CH:15]=[CH:14][CH:13]=[CH:12][CH:11]=3)(=[O:9])=[O:8])[CH:5]=[C:4]([CH:16]=[O:17])[CH:3]=2)=[CH:23][CH:22]=[CH:21][N:20]=1. The catalyst class is: 103. (4) Product: [CH2:1]([O:3][C:4]([C:6]1[C:15](=[O:16])[C:14]2[C:9]3=[C:10]([CH2:17][CH2:18][CH2:19][N:8]3[CH:7]=1)[CH:11]=[C:12]([Br:20])[CH:13]=2)=[O:5])[CH3:2]. The catalyst class is: 86. Reactant: [CH2:1]([O:3][C:4]([C:6]1[C:15](=[O:16])[C:14]2[C:9]3=[C:10]([CH2:17][CH2:18][CH2:19][N:8]3[CH:7]=1)[CH:11]=[CH:12][CH:13]=2)=[O:5])[CH3:2].[Br:20]Br. (5) Reactant: [F:1][C:2]1[CH:7]=[CH:6][C:5]([C:8]2[O:9][C:10]3[CH:20]=[C:19]([CH2:21][C:22]([O:24][CH3:25])=[O:23])[C:18]([C:26]4[CH:27]=[C:28]([CH:36]=[CH:37][CH:38]=4)[C:29]([O:31]C(C)(C)C)=[O:30])=[CH:17][C:11]=3[C:12]=2[C:13](=[O:16])[NH:14][CH3:15])=[CH:4][CH:3]=1.C(O)(C(F)(F)F)=O. Product: [F:1][C:2]1[CH:3]=[CH:4][C:5]([C:8]2[O:9][C:10]3[CH:20]=[C:19]([CH2:21][C:22]([O:24][CH3:25])=[O:23])[C:18]([C:26]4[CH:27]=[C:28]([CH:36]=[CH:37][CH:38]=4)[C:29]([OH:31])=[O:30])=[CH:17][C:11]=3[C:12]=2[C:13](=[O:16])[NH:14][CH3:15])=[CH:6][CH:7]=1. The catalyst class is: 2.